Dataset: Forward reaction prediction with 1.9M reactions from USPTO patents (1976-2016). Task: Predict the product of the given reaction. Given the reactants ClCCl.[CH2:4]([O:6][C:7]([C:9]1[N:10]([CH2:23][C:24]2[CH:29]=[CH:28][CH:27]=[CH:26][CH:25]=2)[CH:11]=[N:12][C:13]=1[NH:14][NH:15]C(OC(C)(C)C)=O)=[O:8])[CH3:5].FC(F)(F)C(O)=O, predict the reaction product. The product is: [CH2:4]([O:6][C:7]([C:9]1[N:10]([CH2:23][C:24]2[CH:29]=[CH:28][CH:27]=[CH:26][CH:25]=2)[CH:11]=[N:12][C:13]=1[NH:14][NH2:15])=[O:8])[CH3:5].